This data is from Full USPTO retrosynthesis dataset with 1.9M reactions from patents (1976-2016). The task is: Predict the reactants needed to synthesize the given product. (1) Given the product [Cl:32][C:11]1[N:10]=[C:9]2[C:14]([N:15]=[CH:16][N:8]2[C@@H:6]2[CH2:7][C@H:3]([NH:2][C:77](=[O:78])[CH2:76][CH2:75][C:69]3[CH:74]=[CH:73][CH:72]=[CH:71][CH:70]=3)[C@@H:4]([OH:34])[C@H:5]2[OH:33])=[C:13]([NH:17][CH2:18][CH:19]([C:26]2[CH:27]=[CH:28][CH:29]=[CH:30][CH:31]=2)[C:20]2[CH:25]=[CH:24][CH:23]=[CH:22][CH:21]=2)[N:12]=1, predict the reactants needed to synthesize it. The reactants are: Cl.[NH2:2][C@H:3]1[CH2:7][C@@H:6]([N:8]2[CH:16]=[N:15][C:14]3[C:9]2=[N:10][C:11]([Cl:32])=[N:12][C:13]=3[NH:17][CH2:18][CH:19]([C:26]2[CH:31]=[CH:30][CH:29]=[CH:28][CH:27]=2)[C:20]2[CH:25]=[CH:24][CH:23]=[CH:22][CH:21]=2)[C@H:5]([OH:33])[C@@H:4]1[OH:34].ClC1N=C2C(N=CN2)=C(NCC(C2C=CC=CC=2)C2C=CC=CC=2)N=1.C(N(C(C)C)CC)(C)C.[C:69]1([CH2:75][CH2:76][C:77](Cl)=[O:78])[CH:74]=[CH:73][CH:72]=[CH:71][CH:70]=1. (2) Given the product [CH3:1][O:2][C:3]1[C:11]([NH2:12])=[C:7]2[N:8]=[CH:9][S:10][C:6]2=[CH:5][CH:4]=1, predict the reactants needed to synthesize it. The reactants are: [CH3:1][O:2][C:3]1[CH:4]=[CH:5][C:6]2[S:10][CH:9]=[N:8][C:7]=2[C:11]=1[N+:12]([O-])=O.[H][H]. (3) Given the product [C:15]1([C:14]2[N:13]=[C:12]([CH2:21][NH:25][CH2:26][CH2:27][CH2:28][P:29](=[O:30])([OH:32])[OH:31])[CH:11]=[CH:10][C:9]=2[C:6]2[CH:7]=[CH:8][C:3]([C:2]([F:24])([F:23])[F:1])=[CH:4][CH:5]=2)[CH:20]=[CH:19][CH:18]=[CH:17][CH:16]=1, predict the reactants needed to synthesize it. The reactants are: [F:1][C:2]([F:24])([F:23])[C:3]1[CH:8]=[CH:7][C:6]([C:9]2[CH:10]=[CH:11][C:12]([CH:21]=O)=[N:13][C:14]=2[C:15]2[CH:20]=[CH:19][CH:18]=[CH:17][CH:16]=2)=[CH:5][CH:4]=1.[NH2:25][CH2:26][CH2:27][CH2:28][P:29](=[O:32])([OH:31])[OH:30].[BH3-]C#N.[Na+]. (4) Given the product [CH3:1][O:2][C:3]([C:4]1[C:5]2[N:22]=[C:13]([C:14]3[CH:19]=[CH:18][C:17]([F:20])=[CH:16][C:15]=3[Cl:21])[NH:12][C:6]=2[C:7]([O:10][CH3:11])=[CH:8][CH:9]=1)=[O:23], predict the reactants needed to synthesize it. The reactants are: [CH3:1][O:2][C:3](=[O:23])[C:4]1[CH:9]=[CH:8][C:7]([O:10][CH3:11])=[C:6]([NH:12][C:13](=[NH:22])[C:14]2[CH:19]=[CH:18][C:17]([F:20])=[CH:16][C:15]=2[Cl:21])[CH:5]=1.[O-]Cl.[Na+].C([O-])([O-])=O.[Na+].[Na+]. (5) Given the product [F:1][C:2]([F:7])([F:6])[CH:3]=[CH:8][N+:9]([O-:11])=[O:10], predict the reactants needed to synthesize it. The reactants are: [F:1][C:2]([F:7])([F:6])[CH:3](O)O.[CH3:8][N+:9]([O-:11])=[O:10].C([O-])([O-])=O.[Na+].[Na+].O=P12OP3(OP(OP(O3)(O1)=O)(=O)O2)=O. (6) Given the product [Br:1][C:2]1[CH:3]=[C:4]2[C:8](=[CH:9][CH:10]=1)[NH:7][C:6]([C:11]([OH:13])=[O:12])=[C:5]2[S:16]([N:19]1[CH2:20][CH2:21][CH2:22][CH2:23]1)(=[O:17])=[O:18], predict the reactants needed to synthesize it. The reactants are: [Br:1][C:2]1[CH:3]=[C:4]2[C:8](=[CH:9][CH:10]=1)[NH:7][C:6]([C:11]([O:13]CC)=[O:12])=[C:5]2[S:16]([N:19]1[CH2:23][CH2:22][CH2:21][CH2:20]1)(=[O:18])=[O:17].[Li+].[OH-]. (7) Given the product [C:34]([O:38][C:39](=[O:42])[CH2:40][C@@H:4]([C:5]([N:7]1[C@@H:11]([CH3:12])[C@@H:10]([C:13]2[CH:14]=[CH:15][CH:16]=[CH:17][CH:18]=2)[O:9][C:8]1=[O:19])=[O:6])[CH2:3][C:2]([CH3:1])([CH3:23])[CH2:20][CH2:21][CH3:22])([CH3:37])([CH3:36])[CH3:35], predict the reactants needed to synthesize it. The reactants are: [CH3:1][C:2]([CH3:23])([CH2:20][CH2:21][CH3:22])[CH2:3][CH2:4][C:5]([N:7]1[CH:11]([CH3:12])[CH:10]([C:13]2[CH:18]=[CH:17][CH:16]=[CH:15][CH:14]=2)[O:9][C:8]1=[O:19])=[O:6].C[Si]([N-][Si](C)(C)C)(C)C.[Na+].[C:34]([O:38][C:39](=[O:42])[CH2:40]Br)([CH3:37])([CH3:36])[CH3:35].